From a dataset of Peptide-MHC class I binding affinity with 185,985 pairs from IEDB/IMGT. Regression. Given a peptide amino acid sequence and an MHC pseudo amino acid sequence, predict their binding affinity value. This is MHC class I binding data. (1) The peptide sequence is NMVSDTIMK. The MHC is HLA-A68:01 with pseudo-sequence HLA-A68:01. The binding affinity (normalized) is 0.439. (2) The peptide sequence is GEKSRCYSLY. The MHC is HLA-A26:01 with pseudo-sequence HLA-A26:01. The binding affinity (normalized) is 0. (3) The peptide sequence is KRINSLIKY. The MHC is HLA-B57:01 with pseudo-sequence HLA-B57:01. The binding affinity (normalized) is 0.0847.